From a dataset of Reaction yield outcomes from USPTO patents with 853,638 reactions. Predict the reaction yield, written as a fraction of the theoretical maximum amount of product (1.0 means a 100% yield; for example, 0.34 means a 34% yield). (1) The reactants are [F:1][C:2]1[CH:3]=[CH:4][C:5]([CH3:9])=[C:6]([NH2:8])[CH:7]=1.[C:10](Cl)([CH3:12])=[O:11].O. The catalyst is C(Cl)Cl. The product is [F:1][C:2]1[CH:3]=[CH:4][C:5]([CH3:9])=[C:6]([NH:8][C:10](=[O:11])[CH3:12])[CH:7]=1. The yield is 0.860. (2) The reactants are Cl[C:2]1[N:7]=[CH:6][N:5]=[C:4]([NH:8][CH:9]2[CH2:13][CH2:12][N:11]([C:14]([O:16][C:17]([CH3:20])([CH3:19])[CH3:18])=[O:15])[CH2:10]2)[CH:3]=1.[O:21]([C:28]1[CH:34]=[CH:33][C:31]([NH2:32])=[CH:30][CH:29]=1)[C:22]1[CH:27]=[CH:26][CH:25]=[CH:24][CH:23]=1.C(O)(=O)C. The catalyst is C(O)C. The product is [O:21]([C:28]1[CH:29]=[CH:30][C:31]([NH:32][C:2]2[N:7]=[CH:6][N:5]=[C:4]([NH:8][CH:9]3[CH2:13][CH2:12][N:11]([C:14]([O:16][C:17]([CH3:20])([CH3:19])[CH3:18])=[O:15])[CH2:10]3)[CH:3]=2)=[CH:33][CH:34]=1)[C:22]1[CH:27]=[CH:26][CH:25]=[CH:24][CH:23]=1. The yield is 0.428. (3) The reactants are [C:1]([O:5][C:6](=[O:38])[NH:7][C@@H:8]([CH2:27][C:28]1[CH:33]=[CH:32][C:31]([C:34]([F:37])([F:36])[F:35])=[CH:30][CH:29]=1)[CH2:9][CH2:10][C:11]([NH:13][NH:14][C:15]([C:17]1[CH:18]=[C:19]2[C:24](=[CH:25][CH:26]=1)[CH:23]=[N:22][CH:21]=[CH:20]2)=O)=[O:12])([CH3:4])([CH3:3])[CH3:2].C1(P(C2C=CC=CC=2)C2C=CC=CC=2)C=CC=CC=1.C(Cl)(Cl)(Cl)Cl.CCN(C(C)C)C(C)C. The catalyst is C1COCC1. The product is [CH:23]1[C:24]2[C:19](=[CH:18][C:17]([C:15]3[O:12][C:11]([CH2:10][CH2:9][C@@H:8]([NH:7][C:6](=[O:38])[O:5][C:1]([CH3:2])([CH3:3])[CH3:4])[CH2:27][C:28]4[CH:33]=[CH:32][C:31]([C:34]([F:37])([F:35])[F:36])=[CH:30][CH:29]=4)=[N:13][N:14]=3)=[CH:26][CH:25]=2)[CH:20]=[CH:21][N:22]=1. The yield is 0.780. (4) The reactants are [F:1][C:2]1[CH:10]=[C:9]2[C:5]([C:6]([C:12]3[N:13]=[C:14]4[C:20]([C:21]([NH:23][C:24]([CH3:36])([CH3:35])[CH2:25][CH2:26][NH:27]C(=O)OC(C)(C)C)=[O:22])=[CH:19][NH:18][C:15]4=[N:16][CH:17]=3)=[N:7][N:8]2[CH3:11])=[CH:4][CH:3]=1.[F:37][C:38]([F:43])([F:42])[C:39]([OH:41])=[O:40]. The catalyst is ClCCl. The product is [F:37][C:38]([F:43])([F:42])[C:39]([OH:41])=[O:40].[NH2:27][CH2:26][CH2:25][C:24]([NH:23][C:21]([C:20]1[C:14]2[C:15](=[N:16][CH:17]=[C:12]([C:6]3[C:5]4[C:9](=[CH:10][C:2]([F:1])=[CH:3][CH:4]=4)[N:8]([CH3:11])[N:7]=3)[N:13]=2)[NH:18][CH:19]=1)=[O:22])([CH3:35])[CH3:36]. The yield is 0.309.